Dataset: Full USPTO retrosynthesis dataset with 1.9M reactions from patents (1976-2016). Task: Predict the reactants needed to synthesize the given product. (1) Given the product [C:18]([NH:17][C:13]1[CH:12]=[C:11]([C:10]#[C:9][C:3]2[C:2]([NH:1][C:21](=[O:22])[C:23]([F:26])([F:25])[F:24])=[C:7]([CH3:8])[CH:6]=[CH:5][N:4]=2)[CH:16]=[CH:15][N:14]=1)(=[O:20])[CH3:19], predict the reactants needed to synthesize it. The reactants are: [NH2:1][C:2]1[C:3]([C:9]#[C:10][C:11]2[CH:16]=[CH:15][N:14]=[C:13]([NH:17][C:18](=[O:20])[CH3:19])[CH:12]=2)=[N:4][CH:5]=[CH:6][C:7]=1[CH3:8].[C:21](O)([C:23]([F:26])([F:25])[F:24])=[O:22].CCCCCCCCCCCCOS([O-])(=O)=O.[Na+]. (2) Given the product [CH3:39][C:40]1[N:45]=[CH:44][C:43]([NH:46][C:24]([N:13]2[C@@H:14]3[CH2:18][N:17]([CH2:16][CH2:15]3)[C:11]3[CH:10]=[CH:9][C:8]([C:6]4[CH:5]=[CH:4][N:3]=[C:2]([CH3:1])[CH:7]=4)=[N:19][C:12]2=3)=[O:30])=[CH:42][CH:41]=1, predict the reactants needed to synthesize it. The reactants are: [CH3:1][C:2]1[CH:7]=[C:6]([C:8]2[CH:9]=[CH:10][C:11]3[N:17]4[CH2:18][C@H:14]([CH2:15][CH2:16]4)[NH:13][C:12]=3[N:19]=2)[CH:5]=[CH:4][N:3]=1.ClC(Cl)(O[C:24](=[O:30])OC(Cl)(Cl)Cl)Cl.CCN(CC)CC.[CH3:39][C:40]1[N:45]=[CH:44][C:43]([NH2:46])=[CH:42][CH:41]=1. (3) Given the product [I:18][CH2:11][CH2:10][CH:9]=[CH:8][CH2:7][N:6]1[C:5](=[O:17])[O:4][N:3]=[C:2]1[CH3:1], predict the reactants needed to synthesize it. The reactants are: [CH3:1][C:2]1[N:6]([CH2:7][CH:8]=[CH:9][CH2:10][CH2:11]OS(C)(=O)=O)[C:5](=[O:17])[O:4][N:3]=1.[I-:18].[Na+]. (4) The reactants are: B(Cl)(Cl)Cl.ClCCl.COC1C(CC2C=CC=CC=2)=NC=CN=1.[CH3:23][O:24][C:25]1[C@@H:26]([CH:45]([CH3:47])[CH3:46])[N:27]=[C:28]([O:43][CH3:44])[C@H:29]([CH2:31][C:32]2[CH:37]=[C:36]([CH:38]=[O:39])[C:35]([O:40]C)=[CH:34][C:33]=2[I:42])[N:30]=1. Given the product [CH3:23][O:24][C:25]1[C@@H:26]([CH:45]([CH3:47])[CH3:46])[N:27]=[C:28]([O:43][CH3:44])[C@H:29]([CH2:31][C:32]2[CH:37]=[C:36]([CH:38]=[O:39])[C:35]([OH:40])=[CH:34][C:33]=2[I:42])[N:30]=1, predict the reactants needed to synthesize it. (5) Given the product [CH3:19][S:20]([O:18][CH2:17][C:14]1[CH:13]=[N:12][C:11]([NH:10][C:4]2[C:5](=[O:9])[N:6]([CH3:8])[N:7]=[C:2]([Cl:1])[CH:3]=2)=[CH:16][CH:15]=1)(=[O:22])=[O:21], predict the reactants needed to synthesize it. The reactants are: [Cl:1][C:2]1[CH:3]=[C:4]([NH:10][C:11]2[CH:16]=[CH:15][C:14]([CH2:17][OH:18])=[CH:13][N:12]=2)[C:5](=[O:9])[N:6]([CH3:8])[N:7]=1.[CH3:19][S:20](Cl)(=[O:22])=[O:21].C(N(C(C)C)CC)(C)C. (6) Given the product [CH3:20][N:21]([C@@H:22]([C:24]1[CH:29]=[CH:28][CH:27]=[CH:26][CH:25]=1)[CH3:23])[C:17]([CH:15]1[CH2:16][CH:14]1[C:9]1[C:10]([CH3:13])=[N:11][O:12][C:8]=1[C:5]1[CH:4]=[CH:3][C:2]([Br:1])=[CH:7][CH:6]=1)=[O:19], predict the reactants needed to synthesize it. The reactants are: [Br:1][C:2]1[CH:7]=[CH:6][C:5]([C:8]2[O:12][N:11]=[C:10]([CH3:13])[C:9]=2[CH:14]2[CH2:16][CH:15]2[C:17]([OH:19])=O)=[CH:4][CH:3]=1.[CH3:20][NH:21][C@@H:22]([C:24]1[CH:29]=[CH:28][CH:27]=[CH:26][CH:25]=1)[CH3:23]. (7) Given the product [C:23]([O:26][C:27]1[CH:28]=[C:29]([C:33]2[O:37][CH2:36][C:35]([CH3:39])([CH3:38])[C:34]=2[C:40]([CH3:57])([CH3:56])[CH2:41][O:42][CH2:43][CH2:44][CH2:45][CH2:46][CH2:47][CH2:48][CH2:49][CH2:50][CH2:51][CH2:52][C:53]([O:55][CH2:1][CH3:2])=[O:54])[CH:30]=[CH:31][CH:32]=1)(=[O:25])[CH3:24], predict the reactants needed to synthesize it. The reactants are: [CH2:1](O)[CH3:2].C1(P(C2C=CC=CC=2)C2C=CC=CC=2)C=CC=CC=1.[C:23]([O:26][C:27]1[CH:28]=[C:29]([C:33]2[O:37][CH2:36][C:35]([CH3:39])([CH3:38])[C:34]=2[C:40]([CH3:57])([CH3:56])[CH2:41][O:42][CH2:43][CH2:44][CH2:45][CH2:46][CH2:47][CH2:48][CH2:49][CH2:50][CH2:51][CH2:52][C:53]([OH:55])=[O:54])[CH:30]=[CH:31][CH:32]=1)(=[O:25])[CH3:24].N(C(OCC)=O)=NC(OCC)=O.Cl.